This data is from Peptide-MHC class II binding affinity with 134,281 pairs from IEDB. The task is: Regression. Given a peptide amino acid sequence and an MHC pseudo amino acid sequence, predict their binding affinity value. This is MHC class II binding data. (1) The peptide sequence is APSGRIVMELYADVV. The MHC is DRB3_0101 with pseudo-sequence DRB3_0101. The binding affinity (normalized) is 0.393. (2) The binding affinity (normalized) is 0.0457. The MHC is HLA-DPA10201-DPB10501 with pseudo-sequence HLA-DPA10201-DPB10501. The peptide sequence is TRILTIPQSLDSWWT.